Dataset: Catalyst prediction with 721,799 reactions and 888 catalyst types from USPTO. Task: Predict which catalyst facilitates the given reaction. (1) Reactant: [CH3:1][N:2]1[CH:6]=[C:5](B2OC(C)(C)C(C)(C)O2)[CH:4]=[N:3]1.Br[C:17]1[CH:18]=[C:19]2[C:24](=[CH:25][CH:26]=1)[N:23]([C:27]1[C:31]3[CH2:32][N:33]([C:36](=[O:38])[CH3:37])[CH2:34][CH2:35][C:30]=3[N:29]([C@H:39]3[CH2:43][CH2:42][O:41][CH2:40]3)[N:28]=1)[CH2:22][CH:21]([O:44][Si:45]([C:48]([CH3:51])([CH3:50])[CH3:49])([CH3:47])[CH3:46])[CH2:20]2.C([O-])([O-])=O.[Na+].[Na+]. Product: [Si:45]([O:44][CH:21]1[CH2:20][C:19]2[C:24](=[CH:25][CH:26]=[C:17]([C:5]3[CH:4]=[N:3][N:2]([CH3:1])[CH:6]=3)[CH:18]=2)[N:23]([C:27]2[C:31]3[CH2:32][N:33]([C:36](=[O:38])[CH3:37])[CH2:34][CH2:35][C:30]=3[N:29]([C@H:39]3[CH2:43][CH2:42][O:41][CH2:40]3)[N:28]=2)[CH2:22]1)([C:48]([CH3:50])([CH3:51])[CH3:49])([CH3:47])[CH3:46]. The catalyst class is: 117. (2) Reactant: [H-].[Na+].[Br:3][C:4]1[CH:11]=[CH:10][C:7]([C:8]#[N:9])=[CH:6][CH:5]=1.[NH2:12][C:13]1[CH:14]=[N:15][CH:16]=[N:17][CH:18]=1. Product: [Br:3][C:4]1[CH:11]=[CH:10][C:7]([C:8]([NH2:9])=[N:12][C:13]2[CH:14]=[N:15][CH:16]=[N:17][CH:18]=2)=[CH:6][CH:5]=1. The catalyst class is: 16.